Predict the reaction yield, written as a fraction of the theoretical maximum amount of product (1.0 means a 100% yield; for example, 0.34 means a 34% yield). From a dataset of Reaction yield outcomes from USPTO patents with 853,638 reactions. (1) The reactants are [OH:1][C:2]1[CH:3]=[C:4]([NH:8][C:9](=[O:11])[CH3:10])[CH:5]=[CH:6][CH:7]=1.C(NC1C=C(OC(=O)C)C=CC=1)=O.[CH3:25][C:26](=[CH2:30])[CH2:27][CH2:28]O.CCOC(/N=N/C(OCC)=O)=O.C1C=CC(P(C2C=CC=CC=2)C2C=CC=CC=2)=CC=1. The catalyst is C1C=CC=CC=1.O. The product is [CH3:30][C:26](=[CH2:25])[CH2:27][CH2:28][O:1][C:2]1[CH:3]=[C:4]([NH:8][C:9](=[O:11])[CH3:10])[CH:5]=[CH:6][CH:7]=1. The yield is 0.520. (2) The reactants are [F:1][C:2]1[CH:7]=[CH:6][CH:5]=[C:4]([F:8])[C:3]=1[N:9]1[C:14]2[N:15]=[C:16]([S:29][CH3:30])[N:17]=[C:18]([C:19]3[CH:20]=[C:21]([CH:25]=[CH:26][C:27]=3[CH3:28])[C:22](O)=[O:23])[C:13]=2[CH:12]=[CH:11][C:10]1=[O:31].[C:32]1([CH2:38][CH2:39][NH2:40])[CH:37]=[CH:36][CH:35]=[CH:34][CH:33]=1.C(Cl)CCl.C1C=CC2N([OH:54])N=NC=2C=1.CCN(CC)CC. The catalyst is ClCCl. The product is [F:8][C:4]1[CH:5]=[CH:6][CH:7]=[C:2]([F:1])[C:3]=1[N:9]1[C:14]2[N:15]=[C:16]([S:29]([CH3:30])=[O:54])[N:17]=[C:18]([C:19]3[CH:20]=[C:21]([CH:25]=[CH:26][C:27]=3[CH3:28])[C:22]([NH:40][CH2:39][CH2:38][C:32]3[CH:37]=[CH:36][CH:35]=[CH:34][CH:33]=3)=[O:23])[C:13]=2[CH:12]=[CH:11][C:10]1=[O:31]. The yield is 0.740. (3) The reactants are [Cl:1][C:2]1[CH:7]=[CH:6][CH:5]=[C:4]([Cl:8])[C:3]=1[C:9]1[CH:14]=[C:13]([F:15])[CH:12]=[C:11](I)[C:10]=1[O:17][CH3:18].[Li]CCCC.CCCCCC.[CH3:30][S:31]SC. The catalyst is C1COCC1. The product is [Cl:1][C:2]1[CH:7]=[CH:6][CH:5]=[C:4]([Cl:8])[C:3]=1[C:9]1[CH:14]=[C:13]([F:15])[CH:12]=[C:11]([S:31][CH3:30])[C:10]=1[O:17][CH3:18]. The yield is 0.570. (4) The reactants are [NH:1]1[CH2:6][CH2:5][C:4]2([C:14]3[C:9](=[CH:10][CH:11]=[CH:12][CH:13]=3)[CH:8]=[CH:7]2)[CH2:3][CH2:2]1.C(N(CC)C(C)C)(C)C.[CH2:24]([O:26][C:27](=[O:51])[CH2:28][CH2:29][C:30]1[CH:35]=[CH:34][C:33]([O:36][CH2:37][C:38]2[CH:43]=[CH:42][C:41]([CH2:44]Br)=[CH:40][C:39]=2C(F)(F)F)=[CH:32][C:31]=1[F:50])[CH3:25].C[CH2:53][OH:54]. No catalyst specified. The product is [F:50][C:31]1[CH:32]=[C:33]([O:36][CH2:37][C:38]2[CH:39]=[CH:40][C:41]([CH2:44][N:1]3[CH2:6][CH2:5][C:4]4([C:14]5[C:9](=[CH:10][CH:11]=[CH:12][CH:13]=5)[CH:8]=[CH:7]4)[CH2:3][CH2:2]3)=[C:42]([O:54][CH3:53])[CH:43]=2)[CH:34]=[CH:35][C:30]=1[CH2:29][CH2:28][C:27]([O:26][CH2:24][CH3:25])=[O:51]. The yield is 0.477. (5) The reactants are C(NC(C)C)(C)C.[CH2:8]([Li])[CH2:9][CH2:10][CH3:11].[F:13][C:14]1[CH:19]=[CH:18][C:17]([CH2:20][C:21]([OH:23])=[O:22])=[CH:16][C:15]=1[C:24]([F:27])([F:26])[F:25].[O:28]1CC[CH2:30][CH2:29]1. The catalyst is CN1CCCN(C)C1=O.[Au]. The product is [F:13][C:14]1[CH:19]=[CH:18][C:17]([CH:20]([CH2:11][CH:10]2[CH2:9][CH2:8][CH2:30][CH2:29][O:28]2)[C:21]([OH:23])=[O:22])=[CH:16][C:15]=1[C:24]([F:25])([F:26])[F:27]. The yield is 0.720. (6) The catalyst is CN(C=O)C.O. The reactants are CCN(C(C)C)C(C)C.[F:10][C:11]1[CH:16]=[CH:15][C:14]([C:17]2[O:21][N:20]=[C:19]([C:22]([OH:24])=O)[CH:18]=2)=[CH:13][CH:12]=1.C1(C2ON=C(C(O)=O)C=2)C=CC=CC=1.FC1C=CC(C(=O)C)=CC=1.C1C=CC2N(O)N=NC=2C=1.CCN=C=NCCCN(C)C.Cl.Cl.[NH2:72][CH2:73][C:74]([N:76]1[CH2:81][CH2:80][CH:79]([O:82][C:83]2[CH:84]=[N:85][CH:86]=[C:87]([Cl:89])[CH:88]=2)[CH2:78][CH2:77]1)=[O:75]. The yield is 0.178. The product is [Cl:89][C:87]1[CH:88]=[C:83]([O:82][CH:79]2[CH2:78][CH2:77][N:76]([C:74](=[O:75])[CH2:73][NH:72][C:22]([C:19]3[CH:18]=[C:17]([C:14]4[CH:13]=[CH:12][C:11]([F:10])=[CH:16][CH:15]=4)[O:21][N:20]=3)=[O:24])[CH2:81][CH2:80]2)[CH:84]=[N:85][CH:86]=1. (7) The reactants are [C:1]([CH2:4][C:5](=O)[CH3:6])(=[O:3])[CH3:2].C[O-].[Na+].C[O:12][C:13](=[O:22])[C:14]1[CH:19]=[CH:18]C(CBr)=[CH:16][CH:15]=1.Cl. The catalyst is CC(O)=O. The product is [O:3]=[C:1]([CH3:2])[CH2:4][CH2:5][C:6]1[CH:18]=[CH:19][C:14]([C:13]([OH:22])=[O:12])=[CH:15][CH:16]=1. The yield is 0.800.